Task: Predict the reaction yield, written as a fraction of the theoretical maximum amount of product (1.0 means a 100% yield; for example, 0.34 means a 34% yield).. Dataset: Reaction yield outcomes from USPTO patents with 853,638 reactions The reactants are [Br-].[CH2:2]([P+](C1C=CC=CC=1)(C1C=CC=CC=1)C1C=CC=CC=1)[CH2:3][CH2:4][CH2:5][CH2:6][CH3:7].CC(C)([O-])C.[K+].[C:33]([O:37][C:38]([N:40]1[CH2:44][C:43](=O)[CH2:42][C@@H:41]1[C@H:46]1[O:50][C:49]([CH3:52])([CH3:51])[N:48]([C:53](=[O:55])[CH3:54])[C@H:47]1[CH2:56][C:57]1[CH:62]=[C:61]([F:63])[CH:60]=[C:59]([F:64])[CH:58]=1)=[O:39])([CH3:36])([CH3:35])[CH3:34]. The catalyst is C1COCC1. The product is [C:33]([O:37][C:38]([N:40]1[CH2:44]/[C:43](=[CH:2]\[CH2:3][CH2:4][CH2:5][CH2:6][CH3:7])/[CH2:42][C@@H:41]1[C@H:46]1[O:50][C:49]([CH3:51])([CH3:52])[N:48]([C:53](=[O:55])[CH3:54])[C@H:47]1[CH2:56][C:57]1[CH:58]=[C:59]([F:64])[CH:60]=[C:61]([F:63])[CH:62]=1)=[O:39])([CH3:36])([CH3:34])[CH3:35]. The yield is 0.760.